The task is: Predict which catalyst facilitates the given reaction.. This data is from Catalyst prediction with 721,799 reactions and 888 catalyst types from USPTO. (1) Reactant: [N:1]1[C:10]2[C:5](=[CH:6][CH:7]=[CH:8][CH:9]=2)[C:4]([CH2:11]O)=[CH:3][CH:2]=1.N1C2C(=CC=CC=2)C=C(CO)C=1.O=S(Cl)[Cl:27]. Product: [ClH:27].[Cl:27][CH2:11][C:4]1[C:5]2[C:10](=[CH:9][CH:8]=[CH:7][CH:6]=2)[N:1]=[CH:2][CH:3]=1. The catalyst class is: 2. (2) Reactant: [H-].[Al+3].[Li+].[H-].[H-].[H-].[OH:7][C@H:8]1[CH2:12][CH2:11][NH:10][C@@H:9]1[C:13]([N:15]1[CH2:20][CH2:19][CH:18]([C:21]2[S:22][CH:23]=[C:24]([C:26]3[CH:35]=[CH:34][C:33]4[C:32]([CH3:37])([CH3:36])[CH2:31][CH2:30][C:29]([CH3:39])([CH3:38])[C:28]=4[CH:27]=3)[N:25]=2)[CH2:17][CH2:16]1)=O. Product: [CH3:36][C:32]1([CH3:37])[CH2:31][CH2:30][C:29]([CH3:38])([CH3:39])[C:28]2[CH:27]=[C:26]([C:24]3[N:25]=[C:21]([CH:18]4[CH2:17][CH2:16][N:15]([CH2:13][C@@H:9]5[C@@H:8]([OH:7])[CH2:12][CH2:11][NH:10]5)[CH2:20][CH2:19]4)[S:22][CH:23]=3)[CH:35]=[CH:34][C:33]1=2. The catalyst class is: 1. (3) Reactant: [CH3:1][O:2][C:3](=[O:13])[C:4]1[CH:9]=[CH:8][C:7]([N+:10]([O-])=O)=[CH:6][CH:5]=1.[NH2:14][CH2:15][N:16]1[C:20]2[CH:21]=[CH:22][CH:23]=[CH:24][C:19]=2[N:18]=[CH:17]1.[H][H]. Product: [NH2:14][CH2:15][N:16]1[C:20]2[CH:21]=[CH:22][CH:23]=[CH:24][C:19]=2[N:18]=[CH:17]1.[CH3:1][O:2][C:3](=[O:13])[C:4]1[CH:9]=[CH:8][C:7]([NH2:10])=[CH:6][CH:5]=1. The catalyst class is: 43. (4) Reactant: Cl.[Br:2][C:3]1[C:11]2[C:6](=[CH:7][CH:8]=[C:9]([C:12](=[NH:16])OCC)[CH:10]=2)[NH:5][N:4]=1.[NH:17]([C:19]([C@@H:21]1[CH2:26][CH2:25][CH2:24][N:23]([C:27]([O:29][C:30]([CH3:33])([CH3:32])[CH3:31])=[O:28])[CH2:22]1)=O)[NH2:18]. Product: [Br:2][C:3]1[C:11]2[C:6](=[CH:7][CH:8]=[C:9]([C:12]3[N:16]=[C:19]([C@@H:21]4[CH2:26][CH2:25][CH2:24][N:23]([C:27]([O:29][C:30]([CH3:33])([CH3:32])[CH3:31])=[O:28])[CH2:22]4)[NH:17][N:18]=3)[CH:10]=2)[NH:5][N:4]=1. The catalyst class is: 5. (5) Reactant: C([N:8]1[CH2:12][CH2:11][C:10]([C:14]2[CH:19]=[CH:18][C:17]([F:20])=[C:16]([F:21])[CH:15]=2)([OH:13])[CH2:9]1)C1C=CC=CC=1.[C:30](O[C:30]([O:32][C:33]([CH3:36])([CH3:35])[CH3:34])=[O:31])([O:32][C:33]([CH3:36])([CH3:35])[CH3:34])=[O:31]. Product: [C:33]([O:32][C:30]([N:8]1[CH2:12][CH2:11][C:10]([C:14]2[CH:19]=[CH:18][C:17]([F:20])=[C:16]([F:21])[CH:15]=2)([OH:13])[CH2:9]1)=[O:31])([CH3:34])([CH3:35])[CH3:36]. The catalyst class is: 421. (6) Reactant: [F:1][C:2]1[CH:13]=[CH:12][C:5]([CH:6]=[C:7]([CH3:11])[C:8]([OH:10])=[O:9])=[CH:4][CH:3]=1. Product: [F:1][C:2]1[CH:3]=[CH:4][C:5]([CH2:6][CH:7]([CH3:11])[C:8]([OH:10])=[O:9])=[CH:12][CH:13]=1. The catalyst class is: 63.